Dataset: Forward reaction prediction with 1.9M reactions from USPTO patents (1976-2016). Task: Predict the product of the given reaction. (1) Given the reactants N1C=CC=NC1=O.[CH3:8][O:9][C:10]1[CH:15]=[CH:14][C:13]([C:16]2[NH:17][C:18](=O)[C:19]3[CH2:24][CH2:23][CH2:22][C:20]=3[N:21]=2)=[CH:12][CH:11]=1.P(Cl)(Cl)([Cl:28])=O, predict the reaction product. The product is: [Cl:28][C:18]1[C:19]2[CH2:24][CH2:23][CH2:22][C:20]=2[N:21]=[C:16]([C:13]2[CH:14]=[CH:15][C:10]([O:9][CH3:8])=[CH:11][CH:12]=2)[N:17]=1. (2) Given the reactants [NH2:1][C:2]1[CH:3]=[CH:4][C:5]([O:8][C:9](=[O:18])[N:10]([CH3:17])[C:11]2[CH:16]=[CH:15][CH:14]=[CH:13][CH:12]=2)=[N:6][CH:7]=1.C1C=C(O[C:26](OC2N=CC=CC=2)=[S:27])N=CC=1, predict the reaction product. The product is: [N:1]([C:2]1[CH:3]=[CH:4][C:5]([O:8][C:9](=[O:18])[N:10]([CH3:17])[C:11]2[CH:16]=[CH:15][CH:14]=[CH:13][CH:12]=2)=[N:6][CH:7]=1)=[C:26]=[S:27]. (3) Given the reactants [C:1](O)(=O)/C=C\C(O)=O.[C:9]([O:16][CH3:17])(=[O:15])/[CH:10]=[CH:11]\[C:12]([O-:14])=[O:13].O, predict the reaction product. The product is: [C:12]([O:14][CH3:1])(=[O:13])/[CH:11]=[CH:10]\[C:9]([O:16][CH3:17])=[O:15].